From a dataset of Reaction yield outcomes from USPTO patents with 853,638 reactions. Predict the reaction yield, written as a fraction of the theoretical maximum amount of product (1.0 means a 100% yield; for example, 0.34 means a 34% yield). (1) The reactants are C([O:4][CH2:5][C:6]([N:8]1[CH2:13][CH2:12][N:11]([CH2:14][C:15]2[CH:16]=[N:17][C:18]([C:21]3[S:29][C:28]4[C:23](=[N:24][CH:25]=[CH:26][C:27]=4[O:30][C:31]4[CH:36]=[CH:35][C:34]([NH:37][C:38]([NH:40][CH:41]5[CH2:43][CH2:42]5)=[O:39])=[CH:33][C:32]=4[F:44])[CH:22]=3)=[CH:19][CH:20]=2)[C@H:10]([CH3:45])[CH2:9]1)=[O:7])(=O)C.[OH-].[Na+]. The catalyst is CO.C1COCC1. The product is [CH:41]1([NH:40][C:38]([NH:37][C:34]2[CH:35]=[CH:36][C:31]([O:30][C:27]3[CH:26]=[CH:25][N:24]=[C:23]4[CH:22]=[C:21]([C:18]5[CH:19]=[CH:20][C:15]([CH2:14][N:11]6[CH2:12][CH2:13][N:8]([C:6](=[O:7])[CH2:5][OH:4])[CH2:9][C@H:10]6[CH3:45])=[CH:16][N:17]=5)[S:29][C:28]=34)=[C:32]([F:44])[CH:33]=2)=[O:39])[CH2:42][CH2:43]1. The yield is 0.640. (2) The reactants are [F-].C([N+](CCCC)(CCCC)CCCC)CCC.C[Si](C)(C)CC[CH:23]([C:27]1[C:35]2[C:30](=[CH:31][C:32]([F:39])=[C:33]([O:37][CH3:38])[C:34]=2[F:36])[N:29]([C:40](=[O:48])[C:41]2[CH:46]=[CH:45][C:44]([Cl:47])=[CH:43][CH:42]=2)[C:28]=1[CH3:49])[C:24]([O-:26])=[O:25]. The catalyst is O1CCCC1. The product is [Cl:47][C:44]1[CH:43]=[CH:42][C:41]([C:40]([N:29]2[C:30]3[C:35](=[C:34]([F:36])[C:33]([O:37][CH3:38])=[C:32]([F:39])[CH:31]=3)[C:27]([CH2:23][C:24]([OH:26])=[O:25])=[C:28]2[CH3:49])=[O:48])=[CH:46][CH:45]=1. The yield is 0.0400. (3) The reactants are [CH3:1][C:2]([NH:4][CH:5]1[C:15]2[CH:16]=[C:17]([OH:20])[CH:18]=[CH:19][C:14]=2[C:13]2[C:8](=[CH:9][C:10]([O:25][CH3:26])=[C:11]([O:23][CH3:24])[C:12]=2[O:21][CH3:22])[CH2:7][CH2:6]1)=[O:3].Cl[C:28]([O:30][C:31]1[CH:36]=[CH:35][CH:34]=[CH:33][CH:32]=1)=[O:29].C(N(CC)CC)C. The catalyst is ClCCl. The product is [O:30]([C:28]([O:20][C:17]1[CH:18]=[CH:19][C:14]2[C:13]3[C:12]([O:21][CH3:22])=[C:11]([O:23][CH3:24])[C:10]([O:25][CH3:26])=[CH:9][C:8]=3[CH2:7][CH2:6][C@H:5]([NH:4][C:2](=[O:3])[CH3:1])[C:15]=2[CH:16]=1)=[O:29])[C:31]1[CH:36]=[CH:35][CH:34]=[CH:33][CH:32]=1. The yield is 0.790. (4) The reactants are [F:1][C:2]([CH3:9])([CH3:8])[C:3](=[O:7])[CH2:4][C:5]#[N:6].[CH3:10][Si](C=[N+]=[N-])(C)C. The catalyst is C(OCC)C. The product is [F:1][C:2]([CH3:9])([CH3:8])[C:3]([O:7][CH3:10])=[CH:4][C:5]#[N:6]. The yield is 0.910. (5) No catalyst specified. The reactants are [CH:1]([C:4]1[CH:5]=[CH:6][C:7]2[C:12]([NH:13][C:14]3[CH:19]=[C:18]([C:20](=[O:33])[NH:21][C@H:22]([C:27]4[CH:32]=[CH:31][CH:30]=[CH:29][CH:28]=4)[C:23]([F:26])([F:25])[F:24])[CH:17]=[CH:16][C:15]=3[S:34][C:35]3[CH:40]=[CH:39][C:38]([NH:41]C(=O)OC(C)(C)C)=[CH:37][CH:36]=3)=[N:11][CH:10]=[N:9][C:8]=2[N:49]=1)([CH3:3])[CH3:2].C(OC(=O)NC1C=CC(SC2C=CC(C(=O)N[C@H](C3C=CC=CC=3)C)=CC=2NC2C3C=CC(C(C)C)=NC=3N=CN=2)=CC=1)(C)(C)C. The yield is 0.880. The product is [NH2:41][C:38]1[CH:39]=[CH:40][C:35]([S:34][C:15]2[CH:16]=[CH:17][C:18]([C:20]([NH:21][C@H:22]([C:27]3[CH:28]=[CH:29][CH:30]=[CH:31][CH:32]=3)[C:23]([F:24])([F:25])[F:26])=[O:33])=[CH:19][C:14]=2[NH:13][C:12]2[C:7]3[CH:6]=[CH:5][C:4]([CH:1]([CH3:3])[CH3:2])=[N:49][C:8]=3[N:9]=[CH:10][N:11]=2)=[CH:36][CH:37]=1. (6) The reactants are C(=O)([O-])[O-].[K+].[K+].CC1(C)C(C)(C)OB([C:15]2[CH2:24][CH2:23][C:18]3([O:22][CH2:21][CH2:20][O:19]3)[CH2:17][CH:16]=2)O1.Br[C:27]1[CH:33]=[CH:32][C:30]([NH2:31])=[CH:29][C:28]=1[Cl:34].C(OCC)(=O)C. The catalyst is C(COC)OC.[Pd].C1(P(C2C=CC=CC=2)C2C=CC=CC=2)C=CC=CC=1.C1(P(C2C=CC=CC=2)C2C=CC=CC=2)C=CC=CC=1.C1(P(C2C=CC=CC=2)C2C=CC=CC=2)C=CC=CC=1.C1(P(C2C=CC=CC=2)C2C=CC=CC=2)C=CC=CC=1. The product is [Cl:34][C:28]1[CH:29]=[C:30]([CH:32]=[CH:33][C:27]=1[C:15]1[CH2:24][CH2:23][C:18]2([O:19][CH2:20][CH2:21][O:22]2)[CH2:17][CH:16]=1)[NH2:31]. The yield is 0.620. (7) The reactants are [OH:1][C:2]([CH3:35])([CH3:34])[CH2:3][C@@:4]1([C:28]2[CH:33]=[CH:32][CH:31]=[CH:30][CH:29]=2)[O:9][C:8](=[O:10])[N:7]([C@H:11]([C:13]2[CH:18]=[CH:17][C:16](B3OC(C)(C)C(C)(C)O3)=[CH:15][CH:14]=2)[CH3:12])[CH2:6][CH2:5]1.Br[C:37]1[CH:42]=[CH:41][N:40]([C@H:43]2[CH2:47][CH2:46][O:45][CH2:44]2)[C:39](=[O:48])[CH:38]=1. No catalyst specified. The product is [OH:1][C:2]([CH3:34])([CH3:35])[CH2:3][C@@:4]1([C:28]2[CH:33]=[CH:32][CH:31]=[CH:30][CH:29]=2)[O:9][C:8](=[O:10])[N:7]([C@H:11]([C:13]2[CH:14]=[CH:15][C:16]([C:37]3[CH:42]=[CH:41][N:40]([C@H:43]4[CH2:47][CH2:46][O:45][CH2:44]4)[C:39](=[O:48])[CH:38]=3)=[CH:17][CH:18]=2)[CH3:12])[CH2:6][CH2:5]1. The yield is 0.710. (8) The reactants are [Cl:1][C:2]1[CH:10]=[CH:9][C:5]([C:6](Cl)=[O:7])=[CH:4][CH:3]=1.[F:11][C:12]1[CH:13]=[C:14]([NH:20][N:21]=[CH:22][CH3:23])[CH:15]=[CH:16][C:17]=1[O:18][CH3:19].N1C=CC=CC=1. The catalyst is CCOCC. The product is [Cl:1][C:2]1[CH:10]=[CH:9][C:5]([C:6]([N:20]([C:14]2[CH:15]=[CH:16][C:17]([O:18][CH3:19])=[C:12]([F:11])[CH:13]=2)[N:21]=[CH:22][CH3:23])=[O:7])=[CH:4][CH:3]=1. The yield is 0.420. (9) The reactants are [C:1]([O:4][C@H:5]1[C@:9]2([CH3:26])[CH2:10][CH2:11][C@@H:12]3[C@@H:21]([C@H:8]2C/C/1=C\C1C=CC=CC=1)[CH2:20][C@@H:19]1[C@H:14]([CH2:15][C@H:16]([O:22]C(=O)C)[CH2:17][CH2:18]1)[CH2:13]3)(=[O:3])[CH3:2].CC[O:36][C:37]([CH3:39])=[O:38]. The catalyst is CO. The product is [C:1]([OH:4])(=[O:3])[CH3:2].[C:37]([OH:38])(=[O:36])[CH3:39].[OH:4][C@H:5]1[C@:9]2([CH3:26])[CH2:10][CH2:11][C@@H:12]3[C@@H:21]([C@H:8]2[CH2:39][C:37]1=[O:38])[CH2:20][C@@H:19]1[C@H:14]([CH2:15][C@H:16]([OH:22])[CH2:17][CH2:18]1)[CH2:13]3. The yield is 0.790.